From a dataset of Forward reaction prediction with 1.9M reactions from USPTO patents (1976-2016). Predict the product of the given reaction. (1) Given the reactants [CH3:1][C:2]([O:5][C:6]([N:8]1[CH2:14][CH2:13][C:12]2[CH:15]=[CH:16][C:17](B(O)O)=[CH:18][C:11]=2[CH2:10][CH2:9]1)=[O:7])([CH3:4])[CH3:3].[CH3:22][O:23][C:24](=[O:34])[C:25]1[CH:30]=[CH:29][C:28]([O:31][CH3:32])=[C:27]([OH:33])[CH:26]=1, predict the reaction product. The product is: [CH3:32][O:31][C:28]1[CH:29]=[CH:30][C:25]([C:24]([O:23][CH3:22])=[O:34])=[CH:26][C:27]=1[O:33][C:17]1[CH:16]=[CH:15][C:12]2[CH2:13][CH2:14][N:8]([C:6]([O:5][C:2]([CH3:4])([CH3:3])[CH3:1])=[O:7])[CH2:9][CH2:10][C:11]=2[CH:18]=1. (2) Given the reactants CC([O-])(C)C.[K+].CS(C)=O.[CH2:11]([O:18][CH2:19][C@@H:20]1[CH2:23][C@H:22](C2C=C(C)C=CC=2S([O-])(=O)=O)[CH2:21]1)[C:12]1[CH:17]=[CH:16][CH:15]=[CH:14][CH:13]=1.O, predict the reaction product. The product is: [CH2:11]([O:18][CH2:19][CH:20]1[CH2:23][CH:22]=[CH:21]1)[C:12]1[CH:17]=[CH:16][CH:15]=[CH:14][CH:13]=1.